Dataset: Full USPTO retrosynthesis dataset with 1.9M reactions from patents (1976-2016). Task: Predict the reactants needed to synthesize the given product. (1) Given the product [C:26]([N:29]1[CH2:34][CH2:33][N:32]([C:22](=[O:23])[CH2:21][C@@H:19]2[CH2:18][S:17][C:16]([C:13]3[NH:14][C:15]4[C:11]([CH:12]=3)=[CH:10][C:9]([F:25])=[CH:8][C:7]=4[NH:6][CH:1]3[CH2:2][CH2:3][CH2:4][CH2:5]3)=[N:20]2)[CH2:31][CH2:30]1)(=[O:28])[CH3:27], predict the reactants needed to synthesize it. The reactants are: [CH:1]1([NH:6][C:7]2[CH:8]=[C:9]([F:25])[CH:10]=[C:11]3[C:15]=2[NH:14][C:13]([C:16]2[S:17][CH2:18][C@@H:19]([CH2:21][C:22](O)=[O:23])[N:20]=2)=[CH:12]3)[CH2:5][CH2:4][CH2:3][CH2:2]1.[C:26]([N:29]1[CH2:34][CH2:33][NH:32][CH2:31][CH2:30]1)(=[O:28])[CH3:27]. (2) Given the product [CH2:1]([O:3][C:4](=[O:23])[C:5]1[CH:10]=[CH:9][C:8]([O:11][C:12]2[CH:17]=[CH:16][C:15]([B:24]3[O:28][C:27]([CH3:30])([CH3:29])[C:26]([CH3:32])([CH3:31])[O:25]3)=[C:14]([CH:19]=[O:20])[CH:13]=2)=[CH:7][C:6]=1[O:21][CH3:22])[CH3:2], predict the reactants needed to synthesize it. The reactants are: [CH2:1]([O:3][C:4](=[O:23])[C:5]1[CH:10]=[CH:9][C:8]([O:11][C:12]2[CH:17]=[CH:16][C:15](Br)=[C:14]([CH:19]=[O:20])[CH:13]=2)=[CH:7][C:6]=1[O:21][CH3:22])[CH3:2].[B:24]1([B:24]2[O:28][C:27]([CH3:30])([CH3:29])[C:26]([CH3:32])([CH3:31])[O:25]2)[O:28][C:27]([CH3:30])([CH3:29])[C:26]([CH3:32])([CH3:31])[O:25]1.C([O-])(=O)C.[K+]. (3) Given the product [F:47][CH:48]1[CH2:51][N:50]([C:19]([C:16]2[N:8]3[CH:9]=[C:10]([C:12]([F:15])([F:14])[F:13])[CH:11]=[C:6]([C:5]4[O:1][CH:2]=[N:3][CH:4]=4)[C:7]3=[N:18][CH:17]=2)=[O:20])[CH2:49]1, predict the reactants needed to synthesize it. The reactants are: [O:1]1[C:5]([C:6]2[C:7]3[N:8]([C:16]([C:19](O)=[O:20])=[CH:17][N:18]=3)[CH:9]=[C:10]([C:12]([F:15])([F:14])[F:13])[CH:11]=2)=[CH:4][N:3]=[CH:2]1.CN(C(ON1N=NC2C=CC=NC1=2)=[N+](C)C)C.F[P-](F)(F)(F)(F)F.Cl.[F:47][CH:48]1[CH2:51][NH:50][CH2:49]1.C(N(CC)C(C)C)(C)C. (4) Given the product [Cl:1][C:2]1[CH:21]=[C:20]([Cl:22])[CH:19]=[CH:18][C:3]=1[CH2:4][N:5]([CH2:6][C:8]1([F:11])[CH2:9][CH2:10]1)[CH:12]1[CH2:13][CH2:14][NH:15][CH2:16][CH2:17]1, predict the reactants needed to synthesize it. The reactants are: [Cl:1][C:2]1[CH:21]=[C:20]([Cl:22])[CH:19]=[CH:18][C:3]=1[CH2:4][N:5]([CH:12]1[CH2:17][CH2:16][NH:15][CH2:14][CH2:13]1)[C:6]([C:8]1([F:11])[CH2:10][CH2:9]1)=O.B.CSC.Cl. (5) Given the product [CH2:40]([O:44][C:45](=[O:46])[NH:21][CH:16]([C:15](=[O:32])[NH:14][CH:10]([C:11](=[O:13])[NH2:34])[CH2:9][O:8][CH2:1][C:2]1[CH:3]=[CH:4][CH:5]=[CH:6][CH:7]=1)[CH2:17][CH:18]([CH3:19])[CH3:20])[C:41]1[CH:43]=[CH:52][CH:51]=[CH:50][CH:42]=1, predict the reactants needed to synthesize it. The reactants are: [CH2:1]([O:8][CH2:9][CH:10]([NH:14][C:15](=[O:32])[CH:16]([NH:21]C(OCC1C=CC=CC=1)=O)[CH2:17][CH:18]([CH3:20])[CH3:19])[C:11]([OH:13])=O)[C:2]1[CH:7]=[CH:6][CH:5]=[CH:4][CH:3]=1.C[N:34]1CCOCC1.[CH2:40]([O:44][C:45](Cl)=[O:46])[CH:41]([CH3:43])[CH3:42].N.O1C[CH2:52][CH2:51][CH2:50]1. (6) Given the product [CH2:1]([O:3][C:4](=[O:28])[C:5]1[CH:10]=[CH:9][CH:8]=[C:7]([N:11]2[C:15]([CH3:16])=[CH:14][CH:13]=[C:12]2[C:17]2[CH:22]=[C:21]([C:23]([F:24])([F:26])[F:25])[CH:20]=[CH:19][C:18]=2[O:27][CH2:35][CH:29]2[CH2:34][CH2:33][CH2:32][CH2:31][CH2:30]2)[CH:6]=1)[CH3:2], predict the reactants needed to synthesize it. The reactants are: [CH2:1]([O:3][C:4](=[O:28])[C:5]1[CH:10]=[CH:9][CH:8]=[C:7]([N:11]2[C:15]([CH3:16])=[CH:14][CH:13]=[C:12]2[C:17]2[CH:22]=[C:21]([C:23]([F:26])([F:25])[F:24])[CH:20]=[CH:19][C:18]=2[OH:27])[CH:6]=1)[CH3:2].[CH:29]1([CH:35](Br)Br)[CH2:34][CH2:33][CH2:32][CH2:31][CH2:30]1.C(=O)([O-])[O-].[K+].[K+]. (7) Given the product [Br:1][C:2]1[CH:3]=[CH:4][C:5]([S:8][CH:9]2[C:14](=[O:15])[CH2:13][CH2:12][N:11]([C:16]([O:18][C:19]([CH3:22])([CH3:21])[CH3:20])=[O:17])[CH2:10]2)=[CH:6][CH:7]=1, predict the reactants needed to synthesize it. The reactants are: [Br:1][C:2]1[CH:7]=[CH:6][C:5]([S:8][CH:9]2[CH:14]([OH:15])[CH2:13][CH2:12][N:11]([C:16]([O:18][C:19]([CH3:22])([CH3:21])[CH3:20])=[O:17])[CH2:10]2)=[CH:4][CH:3]=1.CC(OI1(OC(C)=O)(OC(C)=O)OC(=O)C2C=CC=CC1=2)=O.